This data is from Forward reaction prediction with 1.9M reactions from USPTO patents (1976-2016). The task is: Predict the product of the given reaction. (1) Given the reactants [Br:1][C:2]1[CH:3]([OH:7])[CH2:4][CH2:5][CH:6]=1.[CH:8](OCC)=[CH2:9], predict the reaction product. The product is: [Br:1][C:2]1[CH:3]([O:7][CH:8]=[CH2:9])[CH2:4][CH2:5][CH:6]=1. (2) Given the reactants Cl.[NH2:2][OH:3].[OH-].[K+].[C:6]12([NH:16][CH2:17][C:18]3[CH:19]=[C:20](/[CH:24]=C/C(OC)=O)[N:21]([CH3:23])[CH:22]=3)[CH2:15][CH:10]3[CH2:11][CH:12]([CH2:14][CH:8]([CH2:9]3)[CH2:7]1)[CH2:13]2.[C:30]([OH:33])(=O)[CH3:31], predict the reaction product. The product is: [C:6]12([NH:16][CH2:17][C:18]3[CH:19]=[C:20](/[CH:24]=[CH:31]/[C:30]([NH:2][OH:3])=[O:33])[N:21]([CH3:23])[CH:22]=3)[CH2:15][CH:10]3[CH2:11][CH:12]([CH2:14][CH:8]([CH2:9]3)[CH2:7]1)[CH2:13]2.